This data is from Blood-brain barrier penetration binary classification data from Martins et al.. The task is: Regression/Classification. Given a drug SMILES string, predict its absorption, distribution, metabolism, or excretion properties. Task type varies by dataset: regression for continuous measurements (e.g., permeability, clearance, half-life) or binary classification for categorical outcomes (e.g., BBB penetration, CYP inhibition). Dataset: bbb_martins. (1) The compound is COc1nc2nc(-c3noc(C)n3)cn2c2c1CCCC2. The result is 1 (penetrates BBB). (2) The compound is CCC[C@@H]1C[C@@H](C(=O)NC(C(C)Cl)[C@H]2O[C@H](SC)[C@H](O)[C@@H](O)[C@H]2O)N(C)C1. The result is 0 (does not penetrate BBB). (3) The molecule is CCCCOC(=O)C(=O)C1C(C)CC2C3CC(F)C4=CC(=O)C=CC4(C)C3C(O)CC21C. The result is 1 (penetrates BBB). (4) The compound is CC12CCC(=O)C=C1CCC1C2CCC2(C)C1CCC2(O)C(=O)CO. The result is 1 (penetrates BBB). (5) The compound is O=C1NC2CCCCN2C12CCN(CCCN1c3ccccc3CCc3ccc(Cl)cc31)CC2. The result is 1 (penetrates BBB). (6) The molecule is CN1C[C@@H]2c3cc(Cl)ccc3Oc3ccccc3[C@@H]2C1. The result is 1 (penetrates BBB). (7) The compound is O.c1cncc(CC2(Cc3ccncc3)c3cccnc3-c3ncccc32)c1. The result is 1 (penetrates BBB). (8) The drug is Cc1ccc(Cc2cnc(NCCCCc3ncc(Br)cc3C)[nH]c2=O)cn1. The result is 0 (does not penetrate BBB). (9) The drug is CN(C)CCN(Cc1cccs1)c1ccccn1. The result is 1 (penetrates BBB).